Dataset: Reaction yield outcomes from USPTO patents with 853,638 reactions. Task: Predict the reaction yield, written as a fraction of the theoretical maximum amount of product (1.0 means a 100% yield; for example, 0.34 means a 34% yield). (1) The reactants are [C:1]([O:5][CH2:6][CH3:7])(=[O:4])[CH2:2][OH:3].[OH-].[Na+].Cl[C:11]1[N:21]=[CH:20][CH:19]=[CH:18][C:12]=1[C:13](OCC)=[O:14]. The catalyst is COCCOC. The product is [OH:14][C:13]1[C:12]2[C:11](=[N:21][CH:20]=[CH:19][CH:18]=2)[O:3][C:2]=1[C:1]([O:5][CH2:6][CH3:7])=[O:4]. The yield is 0.410. (2) The reactants are [Si]([O:8][C:9]([CH3:44])([CH3:43])[CH2:10][N:11]1[C:19]2[C:14](=[CH:15][C:16]([O:20][C:21]3[CH:41]=[CH:40][C:39]([F:42])=[CH:38][C:22]=3[CH2:23][NH:24][C:25]([NH:27][C:28]3[N:29]([CH3:37])[N:30]=[C:31]([C:33]([CH3:36])([CH3:35])[CH3:34])[CH:32]=3)=[O:26])=[CH:17][CH:18]=2)[CH:13]=[N:12]1)(C(C)(C)C)(C)C.CCCC[N+](CCCC)(CCCC)CCCC.[F-].[NH4+].[Cl-]. The catalyst is ClCCl. The product is [C:33]([C:31]1[CH:32]=[C:28]([NH:27][C:25]([NH:24][CH2:23][C:22]2[CH:38]=[C:39]([F:42])[CH:40]=[CH:41][C:21]=2[O:20][C:16]2[CH:15]=[C:14]3[C:19](=[CH:18][CH:17]=2)[N:11]([CH2:10][C:9]([OH:8])([CH3:44])[CH3:43])[N:12]=[CH:13]3)=[O:26])[N:29]([CH3:37])[N:30]=1)([CH3:36])([CH3:34])[CH3:35]. The yield is 0.870. (3) The reactants are O[CH2:2][C:3]1[C:11]([C:12]2[CH:13]=[N:14][N:15]([CH3:17])[CH:16]=2)=[CH:10][CH:9]=[C:8]2[C:4]=1[CH2:5][CH2:6][N:7]2[C:18]([O:20][C:21]([CH3:24])([CH3:23])[CH3:22])=[O:19]. The catalyst is CO.[Pd]. The product is [CH3:2][C:3]1[C:11]([C:12]2[CH:13]=[N:14][N:15]([CH3:17])[CH:16]=2)=[CH:10][CH:9]=[C:8]2[C:4]=1[CH2:5][CH2:6][N:7]2[C:18]([O:20][C:21]([CH3:24])([CH3:23])[CH3:22])=[O:19]. The yield is 0.180. (4) The reactants are C([O:4][CH2:5][C:6]1([C:17]2[O:18][C:19]([C:30]3[CH:35]=[CH:34][C:33]([O:36][CH3:37])=[CH:32][CH:31]=3)=[C:20]([C:22]3[CH:27]=[CH:26][C:25]([O:28][CH3:29])=[CH:24][CH:23]=3)[N:21]=2)[CH2:11][CH2:10][N:9]([C:12](=[O:16])[N:13]([OH:15])[CH3:14])[CH2:8][CH2:7]1)(=O)C.C(=O)([O-])[O-].[K+].[K+]. The catalyst is CO. The product is [CH3:29][O:28][C:25]1[CH:24]=[CH:23][C:22]([C:20]2[N:21]=[C:17]([C:6]3([CH2:5][OH:4])[CH2:7][CH2:8][N:9]([C:12](=[O:16])[N:13]([OH:15])[CH3:14])[CH2:10][CH2:11]3)[O:18][C:19]=2[C:30]2[CH:31]=[CH:32][C:33]([O:36][CH3:37])=[CH:34][CH:35]=2)=[CH:27][CH:26]=1. The yield is 0.850.